From a dataset of Full USPTO retrosynthesis dataset with 1.9M reactions from patents (1976-2016). Predict the reactants needed to synthesize the given product. (1) Given the product [CH:24]([O:26][C:27](=[O:40])[CH2:28][CH2:29][CH2:30][N:31]([C:32]1[CH:37]=[CH:36][C:35]([N:42]=[N:4][C:3]2[CH:5]=[CH:6][C:7]([N+:9]([O-:11])=[O:10])=[CH:8][C:2]=2[Cl:1])=[CH:34][CH:33]=1)[CH2:38][CH3:39])=[CH2:25], predict the reactants needed to synthesize it. The reactants are: [Cl:1][C:2]1[CH:8]=[C:7]([N+:9]([O-:11])=[O:10])[CH:6]=[CH:5][C:3]=1[NH2:4].C(O)(=O)CC.N(OS(=O)(=O)O)=O.[CH:24]([O:26][C:27](=[O:40])[CH2:28][CH2:29][CH2:30][N:31]([CH2:38][CH3:39])[C:32]1[CH:37]=[CH:36][CH:35]=[CH:34][CH:33]=1)=[CH2:25].S(=O)(=O)(O)[NH2:42]. (2) Given the product [CH2:18]([N:16]1[CH2:15][CH2:14][C:12]2[S:13][C:7]3[N:6]=[CH:5][N:4]([CH2:3][CH2:2][N:33]4[CH2:32][CH2:31][N:30]([C:20]5[C:29]6[C:24](=[CH:25][CH:26]=[CH:27][CH:28]=6)[CH:23]=[CH:22][CH:21]=5)[CH2:35][CH2:34]4)[C:9](=[O:10])[C:8]=3[C:11]=2[CH2:17]1)[CH3:19], predict the reactants needed to synthesize it. The reactants are: Cl[CH2:2][CH2:3][N:4]1[C:9](=[O:10])[C:8]2[C:11]3[CH2:17][N:16]([CH2:18][CH3:19])[CH2:15][CH2:14][C:12]=3[S:13][C:7]=2[N:6]=[CH:5]1.[C:20]1([N:30]2[CH2:35][CH2:34][NH:33][CH2:32][CH2:31]2)[C:29]2[C:24](=[CH:25][CH:26]=[CH:27][CH:28]=2)[CH:23]=[CH:22][CH:21]=1. (3) Given the product [NH2:22][C:17]1[CH:18]=[CH:19][CH:20]=[CH:21][C:16]=1[NH:15][C:13]([C:11]1[S:12][C:6]2[CH2:5][N:4]([C:3]([NH:30][C:31]3[CH:36]=[CH:35][CH:34]=[CH:33][CH:32]=3)=[N:2][CH3:1])[CH2:9][CH2:8][C:7]=2[N:10]=1)=[O:14], predict the reactants needed to synthesize it. The reactants are: [CH3:1][NH:2]/[C:3](=[N:30]\[C:31]1[CH:36]=[CH:35][CH:34]=[CH:33][CH:32]=1)/[N:4]1[CH2:9][CH2:8][C:7]2[N:10]=[C:11]([C:13]([NH:15][C:16]3[CH:21]=[CH:20][CH:19]=[CH:18][C:17]=3[NH:22]C(=O)OC(C)(C)C)=[O:14])[S:12][C:6]=2[CH2:5]1.Cl. (4) Given the product [Cl:1][C:2]1[N:3]=[C:4]([C:9]([NH:11][CH:12]2[CH2:13][N:14]([C:16]3[S:17][C:18]([C:22]([OH:24])=[O:23])=[C:19]([CH3:21])[N:20]=3)[CH2:15]2)=[O:10])[NH:5][C:6]=1[CH2:7][CH3:8], predict the reactants needed to synthesize it. The reactants are: [Cl:1][C:2]1[N:3]=[C:4]([C:9]([NH:11][CH:12]2[CH2:15][N:14]([C:16]3[S:17][C:18]([C:22]([O:24]CC)=[O:23])=[C:19]([CH3:21])[N:20]=3)[CH2:13]2)=[O:10])[NH:5][C:6]=1[CH2:7][CH3:8].[OH-].[Li+].C1COCC1.O.